The task is: Predict the reaction yield, written as a fraction of the theoretical maximum amount of product (1.0 means a 100% yield; for example, 0.34 means a 34% yield).. This data is from Reaction yield outcomes from USPTO patents with 853,638 reactions. (1) The reactants are [S:1]1[CH:5]=[C:4]([CH:6]=O)[C:3]2[CH:8]=[CH:9][CH:10]=[CH:11][C:2]1=2.[S:12]1[C:16]2[CH:17]=[CH:18][CH:19]=[CH:20][C:15]=2[N:14]=[C:13]1[CH2:21][C:22]#[N:23]. No catalyst specified. The product is [S:1]1[CH:5]=[C:4](/[CH:6]=[C:21](/[C:13]2[S:12][C:16]3[CH:17]=[CH:18][CH:19]=[CH:20][C:15]=3[N:14]=2)\[C:22]#[N:23])[C:3]2[CH:8]=[CH:9][CH:10]=[CH:11][C:2]1=2. The yield is 0.690. (2) The reactants are FC(F)(F)S(O[C:7]1[C:8]([CH3:48])([CH3:47])[C@H:9]2[C@:22]([CH3:25])([CH2:23][CH:24]=1)[C@@H:21]1[C@:12]([CH3:46])([C@@:13]3([CH3:45])[C@H:18]([CH2:19][CH2:20]1)[C@H:17]1[C@H:26]([C:29]([CH3:31])=[CH2:30])[CH2:27][CH2:28][C@:16]1([NH:32][CH2:33][CH2:34][N:35]1[CH2:40][CH2:39][CH:38]([S:41]([CH3:44])(=[O:43])=[O:42])[CH2:37][CH2:36]1)[CH2:15][CH2:14]3)[CH2:11][CH2:10]2)(=O)=O.[F:51][CH2:52][C:53]1([C:68]([O:70][CH2:71][CH3:72])=[O:69])[CH2:58][CH2:57][C:56](B2OC(C)(C)C(C)(C)O2)=[CH:55][CH2:54]1.O.C(=O)([O-])[O-].[Na+].[Na+].O. The catalyst is O1CCOCC1.C1C=CC([P]([Pd]([P](C2C=CC=CC=2)(C2C=CC=CC=2)C2C=CC=CC=2)([P](C2C=CC=CC=2)(C2C=CC=CC=2)C2C=CC=CC=2)[P](C2C=CC=CC=2)(C2C=CC=CC=2)C2C=CC=CC=2)(C2C=CC=CC=2)C2C=CC=CC=2)=CC=1. The product is [F:51][CH2:52][C:53]1([C:68]([O:70][CH2:71][CH3:72])=[O:69])[CH2:58][CH2:57][C:56]([C:7]2[C:8]([CH3:48])([CH3:47])[C@H:9]3[C@:22]([CH3:25])([CH2:23][CH:24]=2)[C@@H:21]2[C@:12]([CH3:46])([C@@:13]4([CH3:45])[C@H:18]([CH2:19][CH2:20]2)[C@H:17]2[C@H:26]([C:29]([CH3:31])=[CH2:30])[CH2:27][CH2:28][C@:16]2([NH:32][CH2:33][CH2:34][N:35]2[CH2:40][CH2:39][CH:38]([S:41]([CH3:44])(=[O:42])=[O:43])[CH2:37][CH2:36]2)[CH2:15][CH2:14]4)[CH2:11][CH2:10]3)=[CH:55][CH2:54]1. The yield is 0.790. (3) The reactants are C1C[O:4][CH2:3][CH2:2]1.[CH3:6][C@@:7]12[C@H:16]3[CH2:17][CH2:18][C@:19]4([CH3:30])[C:23]([C:24]5[CH:25]=[CH:26][CH:27]=[N:28][CH:29]=5)=[CH:22][CH2:21][C@H:20]4[C@@H:15]3[CH2:14][CH:13]=[C:12]1[CH2:11][C@@H:10]([OH:31])[CH2:9][CH2:8]2.C(N(CC)CC)C.C(OC(=O)C)(=O)C. The catalyst is CN(C)C1C=CN=CC=1.O.C1(C)C=CC=CC=1. The product is [CH3:2][C:3]([O:31][C@@H:10]1[CH2:11][C:12]2[C@@:7]([CH3:6])([C@@H:16]3[C@@H:15]([CH2:14][CH:13]=2)[C@@H:20]2[CH2:21][CH:22]=[C:23]([C:24]4[CH:25]=[CH:26][CH:27]=[N:28][CH:29]=4)[C@@:19]2([CH3:30])[CH2:18][CH2:17]3)[CH2:8][CH2:9]1)=[O:4]. The yield is 0.900. (4) The reactants are [C:1]([C:5]1[CH:13]=[CH:12][C:11]([N+:14]([O-])=O)=[CH:10][C:6]=1[C:7]([O-:9])=[O:8])([CH3:4])([CH3:3])[CH3:2].[CH:17]([O-])=O.[K+]. The catalyst is CCO.O.[Pd]. The product is [C:1]([C:5]1[CH:13]=[CH:12][C:11]([NH2:14])=[CH:10][C:6]=1[C:7]([O:9][CH3:17])=[O:8])([CH3:4])([CH3:3])[CH3:2]. The yield is 0.950. (5) The reactants are [CH3:1][C:2]([N:7]1[CH:11]=[C:10]([C:12]2[CH:17]=[CH:16][N:15]=[C:14]3[NH:18][CH:19]=[CH:20][C:13]=23)[CH:9]=[N:8]1)([CH3:6])[C:3](O)=[O:4].C1N=C[N:23](C(N2C=NC=C2)=O)C=1.[NH4+].[Cl-]. The catalyst is CN(C=O)C. The product is [CH3:1][C:2]([N:7]1[CH:11]=[C:10]([C:12]2[CH:17]=[CH:16][N:15]=[C:14]3[NH:18][CH:19]=[CH:20][C:13]=23)[CH:9]=[N:8]1)([CH3:6])[C:3]([NH2:23])=[O:4]. The yield is 0.260. (6) The reactants are [ClH:1].Cl.[C:3]1([C:9]2[C:10]([N:15]3[CH2:20][CH2:19][NH:18][CH2:17][CH2:16]3)=[N:11][CH:12]=[CH:13][N:14]=2)[CH:8]=[CH:7][CH:6]=[CH:5][CH:4]=1.[CH3:21][C:22]1[C:26]([CH:27]=O)=[CH:25][NH:24][N:23]=1.C(O[BH-](OC(=O)C)OC(=O)C)(=O)C.[Na+].[OH-].[Na+].Cl. The catalyst is O1CCCC1.C(#N)C.C(Cl)Cl. The product is [ClH:1].[CH3:21][C:22]1[C:26]([CH2:27][N:18]2[CH2:19][CH2:20][N:15]([C:10]3[C:9]([C:3]4[CH:4]=[CH:5][CH:6]=[CH:7][CH:8]=4)=[N:14][CH:13]=[CH:12][N:11]=3)[CH2:16][CH2:17]2)=[CH:25][NH:24][N:23]=1. The yield is 0.340.